Task: Predict the product of the given reaction.. Dataset: Forward reaction prediction with 1.9M reactions from USPTO patents (1976-2016) Given the reactants [CH3:1][O:2][C:3]1[CH:4]=[C:5]([N:9]=[C:10]=O)[CH:6]=[CH:7][CH:8]=1.[Cl:12][C:13]1[N:14]=[N:15][C:16]([NH:19][NH2:20])=[CH:17][CH:18]=1.BrC(Cl)(Cl)C(Br)(Cl)Cl.C1(P(C2C=CC=CC=2)C2C=CC=CC=2)C=CC=CC=1, predict the reaction product. The product is: [Cl:12][C:13]1[CH:18]=[CH:17][C:16]2[N:15]([C:10]([NH:9][C:5]3[CH:6]=[CH:7][CH:8]=[C:3]([O:2][CH3:1])[CH:4]=3)=[N:20][N:19]=2)[N:14]=1.